Dataset: Reaction yield outcomes from USPTO patents with 853,638 reactions. Task: Predict the reaction yield, written as a fraction of the theoretical maximum amount of product (1.0 means a 100% yield; for example, 0.34 means a 34% yield). The reactants are [OH:1][C:2]1[C:7]([C:8]([OH:10])=[O:9])=[CH:6][N:5]=[C:4]([CH3:11])[CH:3]=1.[Br:12]Br. The catalyst is C(O)(=O)C.O. The product is [Br:12][C:3]1[C:4]([CH3:11])=[N:5][CH:6]=[C:7]([C:2]=1[OH:1])[C:8]([OH:10])=[O:9]. The yield is 0.980.